Dataset: Full USPTO retrosynthesis dataset with 1.9M reactions from patents (1976-2016). Task: Predict the reactants needed to synthesize the given product. (1) Given the product [Si:1]([O:8][C@@H:9]1[C@@:26]2([CH3:27])[C:13](=[CH:14][CH:15]=[C:16]3[C@@H:25]2[CH2:24][CH2:23][C@@:21]2([CH3:22])[C@H:17]3[CH2:18][CH:19]=[C:20]2[CH2:28][O:29][CH2:56][C:57]([O:59][C:60]([CH3:63])([CH3:62])[CH3:61])=[O:58])[CH2:12][C@@H:11]([O:30][Si:31]([C:34]([CH3:37])([CH3:36])[CH3:35])([CH3:32])[CH3:33])[CH2:10]1)([C:4]([CH3:7])([CH3:6])[CH3:5])([CH3:3])[CH3:2], predict the reactants needed to synthesize it. The reactants are: [Si:1]([O:8][C@@H:9]1[C@@:26]2([CH3:27])[C:13](=[CH:14][CH:15]=[C:16]3[C@@H:25]2[CH2:24][CH2:23][C@@:21]2([CH3:22])[C@H:17]3[CH2:18][CH:19]=[C:20]2[CH2:28][OH:29])[CH2:12][C@@H:11]([O:30][Si:31]([C:34]([CH3:37])([CH3:36])[CH3:35])([CH3:33])[CH3:32])[CH2:10]1)([C:4]([CH3:7])([CH3:6])[CH3:5])([CH3:3])[CH3:2].[H-].[Na+].C1OCCOCCOCCOCCOC1.Br[CH2:56][C:57]([O:59][C:60]([CH3:63])([CH3:62])[CH3:61])=[O:58]. (2) Given the product [Br:1][C:2]1[CH:3]=[CH:4][C:5]([CH2:8][C:9]([OH:11])=[O:10])=[CH:6][CH:7]=1, predict the reactants needed to synthesize it. The reactants are: [Br:1][C:2]1[CH:7]=[CH:6][C:5]([CH:8](C(O)=O)[C:9]([OH:11])=[O:10])=[CH:4][CH:3]=1.C(=O)=O. (3) The reactants are: [F:1][C:2]1[C:10]([O:11][C:12]2[C:21]3[C:16](=[CH:17][C:18]([O:23][CH3:24])=[C:19]([OH:22])[CH:20]=3)[N:15]=[CH:14][N:13]=2)=[CH:9][CH:8]=[C:7]2[C:3]=1[CH:4]=[CH:5][NH:6]2.O[CH2:26][CH:27]1[CH2:32][CH2:31][N:30]([C:33]([O:35][C:36]([CH3:39])([CH3:38])[CH3:37])=[O:34])[CH2:29][CH2:28]1.C1(P(C2C=CC=CC=2)C2C=CC=CC=2)C=CC=CC=1.N(C(OC(C)C)=O)=NC(OC(C)C)=O. Given the product [C:36]([O:35][C:33]([N:30]1[CH2:31][CH2:32][CH:27]([CH2:26][O:22][C:19]2[CH:20]=[C:21]3[C:16](=[CH:17][C:18]=2[O:23][CH3:24])[N:15]=[CH:14][N:13]=[C:12]3[O:11][C:10]2[C:2]([F:1])=[C:3]3[C:7](=[CH:8][CH:9]=2)[NH:6][CH:5]=[CH:4]3)[CH2:28][CH2:29]1)=[O:34])([CH3:39])([CH3:37])[CH3:38], predict the reactants needed to synthesize it.